From a dataset of Serine/threonine kinase 33 screen with 319,792 compounds. Binary Classification. Given a drug SMILES string, predict its activity (active/inactive) in a high-throughput screening assay against a specified biological target. The drug is S(=O)(=O)(N1CCC(CC1)(c1ccccc1)C(=O)N(C)C)c1ccccc1. The result is 0 (inactive).